This data is from NCI-60 drug combinations with 297,098 pairs across 59 cell lines. The task is: Regression. Given two drug SMILES strings and cell line genomic features, predict the synergy score measuring deviation from expected non-interaction effect. (1) Drug 1: C(CC(=O)O)C(=O)CN.Cl. Drug 2: CCN(CC)CCCC(C)NC1=C2C=C(C=CC2=NC3=C1C=CC(=C3)Cl)OC. Cell line: UACC62. Synergy scores: CSS=3.48, Synergy_ZIP=-0.773, Synergy_Bliss=2.75, Synergy_Loewe=-0.187, Synergy_HSA=0.270. (2) Drug 1: CCC(=C(C1=CC=CC=C1)C2=CC=C(C=C2)OCCN(C)C)C3=CC=CC=C3.C(C(=O)O)C(CC(=O)O)(C(=O)O)O. Synergy scores: CSS=-5.56, Synergy_ZIP=2.54, Synergy_Bliss=0.179, Synergy_Loewe=-3.99, Synergy_HSA=-4.13. Drug 2: CC1=C(C=C(C=C1)C(=O)NC2=CC(=CC(=C2)C(F)(F)F)N3C=C(N=C3)C)NC4=NC=CC(=N4)C5=CN=CC=C5. Cell line: SW-620. (3) Drug 1: CC1CCC2CC(C(=CC=CC=CC(CC(C(=O)C(C(C(=CC(C(=O)CC(OC(=O)C3CCCCN3C(=O)C(=O)C1(O2)O)C(C)CC4CCC(C(C4)OC)O)C)C)O)OC)C)C)C)OC. Drug 2: C1CN(CCN1C(=O)CCBr)C(=O)CCBr. Cell line: IGROV1. Synergy scores: CSS=16.9, Synergy_ZIP=-6.92, Synergy_Bliss=-1.46, Synergy_Loewe=-0.759, Synergy_HSA=0.507. (4) Drug 1: CC1=C2C(C(=O)C3(C(CC4C(C3C(C(C2(C)C)(CC1OC(=O)C(C(C5=CC=CC=C5)NC(=O)OC(C)(C)C)O)O)OC(=O)C6=CC=CC=C6)(CO4)OC(=O)C)OC)C)OC. Synergy scores: CSS=41.7, Synergy_ZIP=7.84, Synergy_Bliss=11.5, Synergy_Loewe=-11.6, Synergy_HSA=7.92. Cell line: T-47D. Drug 2: C1C(C(OC1N2C=NC(=NC2=O)N)CO)O.